Predict the product of the given reaction. From a dataset of Forward reaction prediction with 1.9M reactions from USPTO patents (1976-2016). Given the reactants [C:1]([C:3]1([OH:13])[CH2:12][CH2:11][C:6]2([O:10][CH2:9][CH2:8][O:7]2)[CH2:5][CH2:4]1)#[CH:2].C(N(CC)CC)C.C(Cl)Cl.Cl[Si:25]([CH3:28])([CH3:27])[CH3:26], predict the reaction product. The product is: [C:1]([C:3]1([O:13][Si:25]([CH3:28])([CH3:27])[CH3:26])[CH2:12][CH2:11][C:6]2([O:7][CH2:8][CH2:9][O:10]2)[CH2:5][CH2:4]1)#[CH:2].